Dataset: Peptide-MHC class II binding affinity with 134,281 pairs from IEDB. Task: Regression. Given a peptide amino acid sequence and an MHC pseudo amino acid sequence, predict their binding affinity value. This is MHC class II binding data. (1) The peptide sequence is LLQELCCQHLWQIPEQSQCQ. The MHC is DRB3_0101 with pseudo-sequence DRB3_0101. The binding affinity (normalized) is 0. (2) The peptide sequence is EAKITMLTNGQCQNIT. The MHC is DRB4_0101 with pseudo-sequence DRB4_0103. The binding affinity (normalized) is 0.332. (3) The peptide sequence is IFRHWYWQQPYYIVA. The MHC is DRB4_0101 with pseudo-sequence DRB4_0103. The binding affinity (normalized) is 0.389. (4) The peptide sequence is GDTMAEVELREHGSD. The binding affinity (normalized) is 0. The MHC is HLA-DQA10104-DQB10503 with pseudo-sequence HLA-DQA10104-DQB10503. (5) The peptide sequence is PYILLVSSKVSTVKD. The MHC is DRB1_0101 with pseudo-sequence DRB1_0101. The binding affinity (normalized) is 0.991. (6) The peptide sequence is KTDCTKEVEEAWASA. The MHC is HLA-DPA10201-DPB10501 with pseudo-sequence HLA-DPA10201-DPB10501. The binding affinity (normalized) is 0.274.